The task is: Predict the product of the given reaction.. This data is from Forward reaction prediction with 1.9M reactions from USPTO patents (1976-2016). The product is: [CH:1]1([C:4]2[CH:5]=[C:6]([N:11]3[C:15]([CH3:16])=[C:14]([C:17]([OH:19])=[O:18])[CH:13]=[N:12]3)[CH:7]=[N:8][CH:9]=2)[CH2:2][CH2:3]1. Given the reactants [CH:1]1([C:4]2[CH:5]=[C:6]([N:11]3[C:15]([CH3:16])=[C:14]([C:17]([OH:19])=[O:18])[CH:13]=[N:12]3)[C:7](Cl)=[N:8][CH:9]=2)[CH2:3][CH2:2]1, predict the reaction product.